From a dataset of Reaction yield outcomes from USPTO patents with 853,638 reactions. Predict the reaction yield, written as a fraction of the theoretical maximum amount of product (1.0 means a 100% yield; for example, 0.34 means a 34% yield). (1) The reactants are COC1C=CC(C[N:8](CC2C=CC(OC)=CC=2)[S:9](CC)(=[O:11])=[O:10])=CC=1.[CH2:25]([Li])[CH2:26][CH2:27][CH3:28].Br[CH2:31][CH2:32]C=C. The catalyst is C1COCC1. The product is [CH3:28][C@@H:27]([S:9]([NH2:8])(=[O:11])=[O:10])[CH2:26][CH2:25][CH:31]=[CH2:32]. The yield is 0.495. (2) The reactants are [N:1]1[CH:6]=[C:5]([CH2:7][C:8]2[C:9](=[O:15])[NH:10][C:11](=[S:14])[NH:12][CH:13]=2)[CH:4]=[N:3][CH:2]=1.CCN(C(C)C)C(C)C.Cl[CH2:26][C:27]1[CH:28]=[CH:29][C:30]([O:35][C:36]2[CH:41]=[CH:40][CH:39]=[C:38]([C:42]([F:45])([F:44])[F:43])[CH:37]=2)=[C:31]([CH:34]=1)[C:32]#[N:33]. The catalyst is C(Cl)Cl. The product is [O:15]=[C:9]1[C:8]([CH2:7][C:5]2[CH:6]=[N:1][CH:2]=[N:3][CH:4]=2)=[CH:13][NH:12][C:11]([S:14][CH2:26][C:27]2[CH:28]=[CH:29][C:30]([O:35][C:36]3[CH:41]=[CH:40][CH:39]=[C:38]([C:42]([F:43])([F:44])[F:45])[CH:37]=3)=[C:31]([CH:34]=2)[C:32]#[N:33])=[N:10]1. The yield is 0.453. (3) The reactants are [Cl:1][C:2]1[CH:3]=[C:4]([CH:7]=[C:8]([F:10])[CH:9]=1)[NH:5][CH3:6].Br.Br[CH:13]([C:15]1[CH:16]=[C:17]([C:32]([N:34]([CH3:36])[CH3:35])=[O:33])[CH:18]=[C:19]2[C:24]=1[O:23][C:22]([N:25]1[CH2:30][CH2:29][O:28][CH2:27][CH2:26]1)=[CH:21][C:20]2=[O:31])[CH3:14]. No catalyst specified. The product is [Cl:1][C:2]1[CH:3]=[C:4]([N:5]([CH3:6])[CH:13]([C:15]2[CH:16]=[C:17]([C:32]([N:34]([CH3:36])[CH3:35])=[O:33])[CH:18]=[C:19]3[C:24]=2[O:23][C:22]([N:25]2[CH2:30][CH2:29][O:28][CH2:27][CH2:26]2)=[CH:21][C:20]3=[O:31])[CH3:14])[CH:7]=[C:8]([F:10])[CH:9]=1. The yield is 0.250. (4) The reactants are [C:1]([NH:4][CH2:5][CH2:6][O:7][C@@H:8]([C:22]1[CH:27]=[CH:26][CH:25]=[C:24]([F:28])[C:23]=1[C:29]1[CH:34]=[CH:33][CH:32]=[C:31]([CH3:35])[CH:30]=1)[C@@H:9]1[CH2:14][CH2:13][CH2:12][N:11](C(OC(C)(C)C)=O)[CH2:10]1)(=[O:3])[CH3:2].C([O-])(O)=O.[Na+]. The catalyst is C(O)(C(F)(F)F)=O.C(Cl)Cl. The product is [F:28][C:24]1[C:23]([C:29]2[CH:34]=[CH:33][CH:32]=[C:31]([CH3:35])[CH:30]=2)=[C:22]([C@@H:8]([C@@H:9]2[CH2:14][CH2:13][CH2:12][NH:11][CH2:10]2)[O:7][CH2:6][CH2:5][NH:4][C:1](=[O:3])[CH3:2])[CH:27]=[CH:26][CH:25]=1. The yield is 0.320. (5) The reactants are [CH:1]1([CH2:7][C:8]2[N:9]=[C:10]([C:27]([NH:29][C@H:30]3[CH2:33][C@H:32]([C:34]([O:36][CH3:37])=[O:35])[CH2:31]3)=[O:28])[S:11][C:12]=2[C:13]2[CH:18]=[C:17]([C:19]([CH3:22])([CH3:21])[CH3:20])[N:16]=[C:15]([C:23]([CH3:26])([CH3:25])[CH3:24])[CH:14]=2)[CH2:6][CH2:5][CH2:4][CH2:3][CH2:2]1.C1C=C(Cl)C=C(C(OO)=[O:46])C=1. The catalyst is C(Cl)Cl. The product is [CH:1]1([CH2:7][C:8]2[N+:9]([O-:46])=[C:10]([C:27](=[O:28])[NH:29][C@H:30]3[CH2:31][C@H:32]([C:34]([O:36][CH3:37])=[O:35])[CH2:33]3)[S:11][C:12]=2[C:13]2[CH:18]=[C:17]([C:19]([CH3:20])([CH3:21])[CH3:22])[N:16]=[C:15]([C:23]([CH3:26])([CH3:24])[CH3:25])[CH:14]=2)[CH2:6][CH2:5][CH2:4][CH2:3][CH2:2]1. The yield is 0.620. (6) The reactants are Br[C:2]1[C:3]([N:29]([CH3:34])[S:30]([CH3:33])(=[O:32])=[O:31])=[CH:4][C:5]2[O:9][C:8]([C:10]3[CH:11]=[N:12][C:13]([O:16][C:17]4[CH:22]=[CH:21][C:20]([F:23])=[CH:19][CH:18]=4)=[CH:14][CH:15]=3)=[C:7]([C:24]([NH:26][CH3:27])=[O:25])[C:6]=2[CH:28]=1.[CH3:35][C:36]1([CH3:52])[C:40]([CH3:42])([CH3:41])[O:39][B:38]([B:38]2[O:39][C:40]([CH3:42])([CH3:41])[C:36]([CH3:52])([CH3:35])[O:37]2)[O:37]1.CC([O-])=O.[K+]. The product is [F:23][C:20]1[CH:21]=[CH:22][C:17]([O:16][C:13]2[N:12]=[CH:11][C:10]([C:8]3[O:9][C:5]4[CH:4]=[C:3]([N:29]([CH3:34])[S:30]([CH3:33])(=[O:32])=[O:31])[C:2]([B:38]5[O:39][C:40]([CH3:42])([CH3:41])[C:36]([CH3:52])([CH3:35])[O:37]5)=[CH:28][C:6]=4[C:7]=3[C:24]([NH:26][CH3:27])=[O:25])=[CH:15][CH:14]=2)=[CH:18][CH:19]=1. The yield is 0.370. The catalyst is O1CCOCC1.C1C=CC(P(C2C=CC=CC=2)[C-]2C=CC=C2)=CC=1.C1C=CC(P(C2C=CC=CC=2)[C-]2C=CC=C2)=CC=1.Cl[Pd]Cl.[Fe+2]. (7) The reactants are [CH3:1][CH2:2]/[CH:3]=[CH:4]\[CH2:5][C@H:6]1[C:11]23[C:15](=[CH:16][C:17](=[O:18])[C@:9]([OH:20])([CH2:10]2)[CH2:8][C@H:7]1[CH2:21][C:22]([C@H:24]([OH:35])[CH2:25][CH2:26][CH2:27][CH2:28][CH2:29][CH2:30][CH2:31][C:32]([OH:34])=[O:33])=[O:23])[NH:14][CH2:13][C@@H:12]3[OH:19].N1C=CC=CC=1.C(OC(=O)C)(=O)C. The catalyst is CS(C)=O. The product is [CH3:1][CH2:2]/[CH:3]=[CH:4]\[CH2:5][C@H:6]1[C:11]23[C:15](=[CH:16][C:17](=[O:18])[C@:9]([OH:20])([CH2:10]2)[CH2:8][C@H:7]1[CH2:21][C:22]([C@@H:24]([OH:35])[CH2:25][CH2:26][CH2:27][CH2:28][CH2:29][CH2:30][CH2:31][C:32]([OH:34])=[O:33])=[O:23])[NH:14][CH2:13][C@@H:12]3[OH:19]. The yield is 0.880. (8) The reactants are [F:1][C:2]1[CH:7]=[CH:6][C:5]([CH2:8][C:9]2[CH:18]=[C:17]3[C:12]([C:13]([OH:26])=[C:14]([C:21](OCC)=[O:22])[C:15](=[O:20])[N:16]3[CH3:19])=[N:11][CH:10]=2)=[CH:4][CH:3]=1.[CH2:27]([S:29][CH2:30][CH2:31][NH2:32])[CH3:28].[CH2:27]([S:29][CH2:30][CH2:31][NH2:32])[CH3:28]. No catalyst specified. The product is [CH2:27]([S:29][CH2:30][CH2:31][NH:32][C:21]([C:14]1[C:15](=[O:20])[N:16]([CH3:19])[C:17]2[C:12]([C:13]=1[OH:26])=[N:11][CH:10]=[C:9]([CH2:8][C:5]1[CH:4]=[CH:3][C:2]([F:1])=[CH:7][CH:6]=1)[CH:18]=2)=[O:22])[CH3:28]. The yield is 0.760.